Dataset: Forward reaction prediction with 1.9M reactions from USPTO patents (1976-2016). Task: Predict the product of the given reaction. (1) Given the reactants [CH3:1][C:2]1[C:7]([N+:8]([O-:10])=[O:9])=[CH:6][CH:5]=[C:4]([CH3:11])[C:3]=1N.N([O-])=[O:14].[Na+].O, predict the reaction product. The product is: [CH3:1][C:2]1[C:7]([N+:8]([O-:10])=[O:9])=[CH:6][CH:5]=[C:4]([CH3:11])[C:3]=1[OH:14]. (2) The product is: [CH3:22][N:13]([S:14]([C:17]1[S:18][CH:19]=[CH:20][CH:21]=1)(=[O:15])=[O:16])[C:11]1[CH:10]=[CH:9][CH:8]=[C:7]2[C:12]=1[NH:4][C:5]([C:23]([O:25][CH2:26][CH3:27])=[O:24])=[CH:6]2. Given the reactants COC[N:4]1[C:12]2[C:7](=[CH:8][CH:9]=[CH:10][C:11]=2[N:13]([CH3:22])[S:14]([C:17]2[S:18][CH:19]=[CH:20][CH:21]=2)(=[O:16])=[O:15])[CH:6]=[C:5]1[C:23]([O:25][CH2:26][CH3:27])=[O:24].Cl.C(O)C, predict the reaction product. (3) Given the reactants [Cl:1][C:2]1[C:3]([C:8](OCC)=O)=[N:4][NH:5][C:6]=1C.[CH2:13]([N:17](CCCC)[C:18]1[CH:22]=[C:21]([CH3:23])NN=1)[CH2:14][CH2:15][CH3:16], predict the reaction product. The product is: [CH2:13]([N:17]([CH2:18][CH2:22][CH2:21][CH3:23])[C:6]1[C:2]([Cl:1])=[C:3]([CH3:8])[NH:4][N:5]=1)[CH2:14][CH2:15][CH3:16]. (4) The product is: [CH3:1][C:2]1[CH:6]=[C:5]([C:7]2[CH:8]=[CH:9][CH:10]=[CH:11][CH:12]=2)[N:4]([C:13]2[CH:14]=[CH:15][C:16]([CH2:17][NH:18][C:44]([C:40]3[N:41]([CH3:43])[CH:42]=[C:38]([NH:37][C:35]([C:30]4[C:29]([C:26]5[CH:25]=[CH:24][C:23]([C:22]([F:48])([F:21])[F:47])=[CH:28][CH:27]=5)=[CH:34][CH:33]=[CH:32][CH:31]=4)=[O:36])[CH:39]=3)=[O:45])=[CH:19][CH:20]=2)[N:3]=1. Given the reactants [CH3:1][C:2]1[CH:6]=[C:5]([C:7]2[CH:12]=[CH:11][CH:10]=[CH:9][CH:8]=2)[N:4]([C:13]2[CH:20]=[CH:19][C:16]([CH2:17][NH2:18])=[CH:15][CH:14]=2)[N:3]=1.[F:21][C:22]([F:48])([F:47])[C:23]1[CH:28]=[CH:27][C:26]([C:29]2[C:30]([C:35]([NH:37][C:38]3[CH:39]=[C:40]([C:44](O)=[O:45])[N:41]([CH3:43])[CH:42]=3)=[O:36])=[CH:31][CH:32]=[CH:33][CH:34]=2)=[CH:25][CH:24]=1.CN(C(ON1N=NC2C=CC=CC1=2)=[N+](C)C)C.[B-](F)(F)(F)F.C(N(C(C)C)C(C)C)C, predict the reaction product.